From a dataset of Forward reaction prediction with 1.9M reactions from USPTO patents (1976-2016). Predict the product of the given reaction. (1) Given the reactants Cl[C:2]1[CH:7]=[CH:6][C:5]([C:8]2[CH:9]=[N:10][C:11]([NH2:14])=[N:12][CH:13]=2)=[C:4]([F:15])[CH:3]=1.[CH:16]([O:19][C:20]1[C:25](B(O)O)=[CH:24][CH:23]=[CH:22][N:21]=1)([CH3:18])[CH3:17].CC(C1C=C(C(C)C)C(C2C=CC=CC=2P(C2CCCCC2)C2CCCCC2)=C(C(C)C)C=1)C, predict the reaction product. The product is: [F:15][C:4]1[CH:3]=[C:2]([C:25]2[C:20]([O:19][CH:16]([CH3:18])[CH3:17])=[N:21][CH:22]=[CH:23][CH:24]=2)[CH:7]=[CH:6][C:5]=1[C:8]1[CH:9]=[N:10][C:11]([NH2:14])=[N:12][CH:13]=1. (2) Given the reactants [Cl:1][C:2]1[NH:3][C:4](Cl)=[C:5]2[C:9]([N:10]=1)=[N:8][CH:7]=[N:6]2.[NH3:12], predict the reaction product. The product is: [Cl:1][C:2]1[NH:3][C:4]([NH2:12])=[C:5]2[C:9]([N:10]=1)=[N:8][CH:7]=[N:6]2.